Dataset: Full USPTO retrosynthesis dataset with 1.9M reactions from patents (1976-2016). Task: Predict the reactants needed to synthesize the given product. Given the product [C:29]([NH:33][C:8](=[O:9])[C:7]1[CH:11]=[CH:12][CH:13]=[C:5]([O:4][C:3]2[CH:14]=[CH:15][C:16]([NH:18][C:19]3[C:20]4[N:27]([CH3:28])[CH:26]=[CH:25][C:21]=4[N:22]=[CH:23][N:24]=3)=[CH:17][C:2]=2[Cl:1])[CH:6]=1)([CH3:32])([CH3:31])[CH3:30], predict the reactants needed to synthesize it. The reactants are: [Cl:1][C:2]1[CH:17]=[C:16]([NH:18][C:19]2[C:20]3[N:27]([CH3:28])[CH:26]=[CH:25][C:21]=3[N:22]=[CH:23][N:24]=2)[CH:15]=[CH:14][C:3]=1[O:4][C:5]1[CH:6]=[C:7]([CH:11]=[CH:12][CH:13]=1)[C:8](O)=[O:9].[C:29]([NH2:33])([CH3:32])([CH3:31])[CH3:30].Cl.C(N=C=NCCCN(C)C)C.O.ON1C2C=CC=CC=2N=N1.